Dataset: Forward reaction prediction with 1.9M reactions from USPTO patents (1976-2016). Task: Predict the product of the given reaction. Given the reactants CC1(C)C2C(=C(P(C3C=CC=CC=3)C3C=CC=CC=3)C=CC=2)OC2C(P(C3C=CC=CC=3)C3C=CC=CC=3)=CC=CC1=2.Cl[C:44]1[C:49]([N+:50]([O-:52])=[O:51])=[CH:48][CH:47]=[C:46]([C:53]([F:56])([F:55])[F:54])[N:45]=1.[CH3:57][C:58]1[CH:62]=[C:61]([NH2:63])[O:60][N:59]=1, predict the reaction product. The product is: [CH3:57][C:58]1[CH:62]=[C:61]([NH:63][C:44]2[C:49]([N+:50]([O-:52])=[O:51])=[CH:48][CH:47]=[C:46]([C:53]([F:56])([F:55])[F:54])[N:45]=2)[O:60][N:59]=1.